This data is from Reaction yield outcomes from USPTO patents with 853,638 reactions. The task is: Predict the reaction yield, written as a fraction of the theoretical maximum amount of product (1.0 means a 100% yield; for example, 0.34 means a 34% yield). The reactants are [H-].[Na+].[C:3]1([OH:9])[CH:8]=[CH:7][CH:6]=[CH:5][CH:4]=1.Br[C:11]1[CH:16]=[CH:15][C:14]([Br:17])=[CH:13][N:12]=1. The catalyst is CN(C=O)C. The product is [Br:17][C:14]1[CH:15]=[CH:16][C:11]([O:9][C:3]2[CH:8]=[CH:7][CH:6]=[CH:5][CH:4]=2)=[N:12][CH:13]=1. The yield is 0.720.